This data is from Full USPTO retrosynthesis dataset with 1.9M reactions from patents (1976-2016). The task is: Predict the reactants needed to synthesize the given product. (1) Given the product [I:7][C:8]1[CH:9]=[N:10][N:11]([CH2:14][CH2:15][O:16][CH:17]2[CH2:22][CH2:21][CH2:20][CH2:19][O:18]2)[CH:12]=1, predict the reactants needed to synthesize it. The reactants are: C(=O)([O-])[O-].[Cs+].[Cs+].[I:7][C:8]1[CH:9]=[N:10][NH:11][CH:12]=1.Br[CH2:14][CH2:15][O:16][CH:17]1[CH2:22][CH2:21][CH2:20][CH2:19][O:18]1. (2) The reactants are: [CH3:1][O:2][C:3]1[CH:8]=[CH:7][C:6]([CH:9]2[CH:14]3[CH:10]2[C:11](=[O:16])O[C:13]3=[O:15])=[CH:5][CH:4]=1.[CH3:17][O:18][C:19]1[CH:24]=[CH:23][C:22]([CH2:25][NH2:26])=[CH:21][CH:20]=1. Given the product [CH3:17][O:18][C:19]1[CH:24]=[CH:23][C:22]([CH2:25][N:26]2[C:11](=[O:16])[CH:10]3[CH:14]([CH:9]3[C:6]3[CH:5]=[CH:4][C:3]([O:2][CH3:1])=[CH:8][CH:7]=3)[C:13]2=[O:15])=[CH:21][CH:20]=1, predict the reactants needed to synthesize it. (3) Given the product [Br:1][C:2]1[C:10]([CH3:11])=[CH:9][C:5]([C:6]([O:8][CH3:17])=[O:7])=[C:4]([OH:12])[CH:3]=1, predict the reactants needed to synthesize it. The reactants are: [Br:1][C:2]1[C:10]([CH3:11])=[CH:9][C:5]([C:6]([OH:8])=[O:7])=[C:4]([OH:12])[CH:3]=1.S(Cl)(Cl)=O.[CH2:17](Cl)Cl.O.